From a dataset of Ames mutagenicity test results for genotoxicity prediction. Regression/Classification. Given a drug SMILES string, predict its toxicity properties. Task type varies by dataset: regression for continuous values (e.g., LD50, hERG inhibition percentage) or binary classification for toxic/non-toxic outcomes (e.g., AMES mutagenicity, cardiotoxicity, hepatotoxicity). Dataset: ames. (1) The drug is O=C(O)CNC(=O)c1ccc([N+](=O)[O-])cc1. The result is 1 (mutagenic). (2) The drug is O=C1c2ccccc2-c2ccccc21. The result is 0 (non-mutagenic). (3) The molecule is CCOP(=O)(OCC)Oc1cc(C)nc(C(C)C)n1. The result is 1 (mutagenic).